This data is from Forward reaction prediction with 1.9M reactions from USPTO patents (1976-2016). The task is: Predict the product of the given reaction. (1) The product is: [C:33]([N:4]1[C:5]2[C:6](=[O:23])[NH:7][CH:8]=[CH:9][C:10]=2[C@H:11]([NH:12][C:13](=[O:22])[O:14][CH2:15][C:16]2[CH:21]=[CH:20][CH:19]=[CH:18][CH:17]=2)[C@@H:2]([CH3:1])[C@@H:3]1[CH2:24][CH2:25][CH3:26])(=[O:35])[CH3:34]. Given the reactants [CH3:1][C@@H:2]1[C@@H:11]([NH:12][C:13](=[O:22])[O:14][CH2:15][C:16]2[CH:21]=[CH:20][CH:19]=[CH:18][CH:17]=2)[C:10]2[CH:9]=[CH:8][NH:7][C:6](=[O:23])[C:5]=2[NH:4][C@H:3]1[CH2:24][CH2:25][CH3:26].N1C=CC=CC=1.[C:33](Cl)(=[O:35])[CH3:34], predict the reaction product. (2) Given the reactants [ClH:1].[CH3:2][N:3]([CH3:32])[CH:4]1[CH2:9][CH2:8][N:7]([C:10](=[O:31])[CH2:11][CH2:12][C:13]2[N:14]([CH2:18][C:19]([O:21][C:22]3[CH:23]=[C:24]4[C:28](=[CH:29][CH:30]=3)[CH2:27][CH2:26][CH2:25]4)=[O:20])[CH:15]=[CH:16][N:17]=2)[CH2:6][CH2:5]1, predict the reaction product. The product is: [ClH:1].[CH3:32][N:3]([CH3:2])[CH:4]1[CH2:9][CH2:8][N:7]([C:10](=[O:31])[CH2:11][CH2:12][C:13]2[N:14]([CH2:18][C:19]([O:21][C:22]3[CH:23]=[C:24]4[C:28](=[CH:29][CH:30]=3)[CH2:27][CH2:26][CH2:25]4)=[O:20])[CH:15]=[CH:16][N:17]=2)[CH2:6][CH2:5]1.